This data is from Catalyst prediction with 721,799 reactions and 888 catalyst types from USPTO. The task is: Predict which catalyst facilitates the given reaction. (1) Reactant: [N:1]1[CH:6]=[CH:5][CH:4]=[CH:3][C:2]=1[CH2:7][C:8]#[N:9].[CH:10](OCC)(OCC)[O:11][CH2:12][CH3:13].C(OC(=O)C)(=O)C. Product: [CH2:12]([O:11][CH:10]=[C:7]([C:2]1[CH:3]=[CH:4][CH:5]=[CH:6][N:1]=1)[C:8]#[N:9])[CH3:13]. The catalyst class is: 6. (2) Reactant: [Cl:1][CH2:2][CH2:3][CH2:4][NH2:5].C(N(CC)CC)C.[N+:13]([C:16]1[CH:24]=[CH:23][C:19]([C:20](Cl)=[O:21])=[CH:18][CH:17]=1)([O-:15])=[O:14]. Product: [Cl:1][CH2:2][CH2:3][CH2:4][NH:5][C:20](=[O:21])[C:19]1[CH:18]=[CH:17][C:16]([N+:13]([O-:15])=[O:14])=[CH:24][CH:23]=1. The catalyst class is: 2.